From a dataset of Forward reaction prediction with 1.9M reactions from USPTO patents (1976-2016). Predict the product of the given reaction. (1) The product is: [C:25]([Si:12]([O:1][CH:2]1[CH2:6][CH:5]=[CH:4][CH2:3]1)([C:19]1[CH:24]=[CH:23][CH:22]=[CH:21][CH:20]=1)[C:13]1[CH:14]=[CH:15][CH:16]=[CH:17][CH:18]=1)([CH3:28])([CH3:26])[CH3:27]. Given the reactants [OH:1][CH:2]1[CH2:6][CH:5]=[CH:4][CH2:3]1.N1C=CN=C1.[Si:12](Cl)([C:25]([CH3:28])([CH3:27])[CH3:26])([C:19]1[CH:24]=[CH:23][CH:22]=[CH:21][CH:20]=1)[C:13]1[CH:18]=[CH:17][CH:16]=[CH:15][CH:14]=1, predict the reaction product. (2) Given the reactants [F:1][C:2]1[CH:3]=[C:4]([CH:6]=[CH:7][C:8]=1[N:9]1[CH2:14][CH2:13][O:12][CH2:11][CH2:10]1)[NH2:5].C[Al](C)C.N#N.[NH:21](/[C:25](/[CH3:31])=[CH:26]\[C:27](OC)=[O:28])[C:22]([CH3:24])=O, predict the reaction product. The product is: [F:1][C:2]1[CH:3]=[C:4]([N:5]2[C:27](=[O:28])[CH:26]=[C:25]([CH3:31])[N:21]=[C:22]2[CH3:24])[CH:6]=[CH:7][C:8]=1[N:9]1[CH2:14][CH2:13][O:12][CH2:11][CH2:10]1. (3) Given the reactants [OH:1][CH2:2][C:3]([CH3:32])=[CH:4][CH2:5][C:6]1[C:14]([O:15][CH2:16][CH2:17][Si:18]([CH3:21])([CH3:20])[CH3:19])=[C:13]2[C:9]([CH2:10][O:11][C:12]2=[O:22])=[C:8]([CH3:23])[C:7]=1OS(C(F)(F)F)(=O)=O.[Li+].[Cl-].[C:35]1([As](C2C=CC=CC=2)C2C=CC=CC=2)C=CC=C[CH:36]=1.C(Cl)(Cl)Cl.C(C([Sn])=C(CCCC)CCCC)CCC.[F-].[K+], predict the reaction product. The product is: [OH:1][CH2:2][C:3]([CH3:32])=[CH:4][CH2:5][C:6]1[C:14]([O:15][CH2:16][CH2:17][Si:18]([CH3:19])([CH3:21])[CH3:20])=[C:13]2[C:9]([CH2:10][O:11][C:12]2=[O:22])=[C:8]([CH3:23])[C:7]=1[CH:35]=[CH2:36]. (4) Given the reactants F[C:2]1[C:3]([S:15]([CH3:18])(=[O:17])=[O:16])=[CH:4][C:5]([N+:12]([O-:14])=[O:13])=[C:6]([CH:11]=1)[C:7]([O:9][CH3:10])=[O:8].[NH:19]([CH2:23][CH2:24][OH:25])[CH2:20][CH2:21][OH:22], predict the reaction product. The product is: [OH:22][CH2:21][CH2:20][N:19]([CH2:23][CH2:24][OH:25])[C:2]1[C:3]([S:15]([CH3:18])(=[O:17])=[O:16])=[CH:4][C:5]([N+:12]([O-:14])=[O:13])=[C:6]([CH:11]=1)[C:7]([O:9][CH3:10])=[O:8]. (5) Given the reactants [C:1]([O:5][C:6](=[O:38])[NH:7][C@@H:8]([CH2:28][C:29]1[C:37]2[C:32](=[CH:33][CH:34]=[CH:35][CH:36]=2)[NH:31][CH:30]=1)[CH2:9][O:10][C:11]1[CH:12]=[N:13][CH:14]=[C:15]([C:17]2[CH:18]=[C:19]3[C:24](=[CH:25][CH:26]=2)[CH:23]=[N:22][C:21](Cl)=[CH:20]3)[CH:16]=1)([CH3:4])([CH3:3])[CH3:2].[CH:39]1(P([CH:39]2[CH2:44][CH2:43][CH2:42][CH2:41][CH2:40]2)C2C=CC=CC=2C2C=CC=CC=2N(C)C)[CH2:44][CH2:43][CH2:42][CH2:41][CH2:40]1, predict the reaction product. The product is: [C:1]([O:5][C:6](=[O:38])[NH:7][C@@H:8]([CH2:28][C:29]1[C:37]2[C:32](=[CH:33][CH:34]=[CH:35][CH:36]=2)[NH:31][CH:30]=1)[CH2:9][O:10][C:11]1[CH:12]=[N:13][CH:14]=[C:15]([C:17]2[CH:18]=[C:19]3[C:24](=[CH:25][CH:26]=2)[CH:23]=[N:22][C:21]([C:39]2[CH:44]=[CH:43][CH:42]=[CH:41][CH:40]=2)=[CH:20]3)[CH:16]=1)([CH3:4])([CH3:3])[CH3:2].